Dataset: Forward reaction prediction with 1.9M reactions from USPTO patents (1976-2016). Task: Predict the product of the given reaction. (1) Given the reactants [Cl:1][C:2]1[CH:3]=[C:4]2[C:8](=[CH:9][CH:10]=1)[NH:7][C:6](=[O:11])[C:5]2([CH2:20][C:21](O)=[O:22])[C:12]1[CH:17]=[CH:16][CH:15]=[CH:14][C:13]=1[O:18][CH3:19].[N:24]1[CH:29]=[CH:28][CH:27]=[CH:26][C:25]=1[N:30]1[CH2:35][CH2:34][NH:33][CH2:32][CH2:31]1, predict the reaction product. The product is: [Cl:1][C:2]1[CH:3]=[C:4]2[C:8](=[CH:9][CH:10]=1)[NH:7][C:6](=[O:11])[C:5]2([C:12]1[CH:17]=[CH:16][CH:15]=[CH:14][C:13]=1[O:18][CH3:19])[CH2:20][C:21](=[O:22])[N:33]1[CH2:34][CH2:35][N:30]([C:25]2[CH:26]=[CH:27][CH:28]=[CH:29][N:24]=2)[CH2:31][CH2:32]1. (2) Given the reactants [F:1][C:2]1[CH:3]=[CH:4][C:5]([C:12]([F:15])([F:14])[F:13])=[C:6]([CH2:8][C:9]([OH:11])=O)[CH:7]=1.CN1CCOCC1.ON1C2C=CC=CC=2N=N1.[NH2:33][C:34]1[CH:35]=[C:36]([C:40]([C:42]2[C:50]3[CH:49]=[N:48][CH:47]=[N:46][C:45]=3[N:44]([CH3:51])[CH:43]=2)=[O:41])[CH:37]=[N:38][CH:39]=1, predict the reaction product. The product is: [F:1][C:2]1[CH:3]=[CH:4][C:5]([C:12]([F:15])([F:14])[F:13])=[C:6]([CH2:8][C:9]([NH:33][C:34]2[CH:39]=[N:38][CH:37]=[C:36]([C:40]([C:42]3[C:50]4[CH:49]=[N:48][CH:47]=[N:46][C:45]=4[N:44]([CH3:51])[CH:43]=3)=[O:41])[CH:35]=2)=[O:11])[CH:7]=1.